From a dataset of Forward reaction prediction with 1.9M reactions from USPTO patents (1976-2016). Predict the product of the given reaction. (1) Given the reactants [CH2:1]([S:8][CH:9]([CH:38](OC)[O:39]C)[CH2:10][NH:11][C:12]([C:14]1[NH:15][C:16]2[C:21]([CH:22]=1)=[CH:20][C:19]([O:23][C:24]([F:27])([F:26])[F:25])=[CH:18][C:17]=2[N:28]([CH3:37])[S:29]([C:32]1[S:33][CH:34]=[CH:35][CH:36]=1)(=[O:31])=[O:30])=[O:13])[C:2]1[CH:7]=[CH:6][CH:5]=[CH:4][CH:3]=1.O, predict the reaction product. The product is: [CH2:1]([S:8][CH:9]([CH:38]=[O:39])[CH2:10][NH:11][C:12]([C:14]1[NH:15][C:16]2[C:21]([CH:22]=1)=[CH:20][C:19]([O:23][C:24]([F:26])([F:27])[F:25])=[CH:18][C:17]=2[N:28]([CH3:37])[S:29]([C:32]1[S:33][CH:34]=[CH:35][CH:36]=1)(=[O:31])=[O:30])=[O:13])[C:2]1[CH:3]=[CH:4][CH:5]=[CH:6][CH:7]=1. (2) Given the reactants Cl.[NH:2]1[CH2:7][CH2:6][C:5](=O)/[C:4](=[N:9]/O)/[C:3]1=[O:11].FC(F)(F)C(O)=O.[Cl:19][C:20]1[CH:25]=[C:24]([CH2:26][NH2:27])[CH:23]=[CH:22][N:21]=1, predict the reaction product. The product is: [Cl:19][C:20]1[CH:25]=[C:24]([C:26]2[NH:27][C:5]3[CH2:6][CH2:7][NH:2][C:3](=[O:11])[C:4]=3[N:9]=2)[CH:23]=[CH:22][N:21]=1. (3) Given the reactants C[C:2]1(C)C(O)C[CH2:24][C@@:23]2(C)[CH:3]1CC[C:6]1[C:7]3[C@:19]([CH3:29])([CH2:20][CH2:21][C:22]=12)[C@@H:10]([C@H:11]([CH3:18])[CH2:12][CH2:13][CH2:14][CH:15]([CH3:17])[CH3:16])[CH2:9][CH:8]=3.[C:31]([O:34][C:35](=[O:37])[CH3:36])(=O)[CH3:32].N1[CH:43]=[CH:42][CH:41]=[CH:40][CH:39]=1, predict the reaction product. The product is: [C:35]([O:34][CH:31]1[CH2:2][CH2:3][C@@:23]2([CH3:24])[CH:39]([CH2:40][CH2:41][C@:42]3([CH3:43])[C@@H:22]2[CH2:21][CH2:20][C@@:19]2([CH3:29])[C@@:7]3([CH3:6])[CH2:8][CH2:9][C@@H:10]2[C@H:11]([CH3:18])[CH2:12][CH:13]=[CH:14][C:15]([CH3:17])=[CH2:16])[CH2:32]1)(=[O:37])[CH3:36]. (4) Given the reactants [C:1]1([CH:7]([C:20]2[CH:25]=[CH:24][CH:23]=[CH:22][CH:21]=2)[CH2:8][CH2:9][NH:10][C:11](=[O:19])[C:12]2[CH:17]=[CH:16][CH:15]=[N:14][C:13]=2F)[CH:6]=[CH:5][CH:4]=[CH:3][CH:2]=1.[N:26]1([CH2:32][CH2:33][NH2:34])[CH2:31][CH2:30][O:29][CH2:28][CH2:27]1, predict the reaction product. The product is: [C:1]1([CH:7]([C:20]2[CH:25]=[CH:24][CH:23]=[CH:22][CH:21]=2)[CH2:8][CH2:9][NH:10][C:11](=[O:19])[C:12]2[CH:17]=[CH:16][CH:15]=[N:14][C:13]=2[NH:34][CH2:33][CH2:32][N:26]2[CH2:31][CH2:30][O:29][CH2:28][CH2:27]2)[CH:6]=[CH:5][CH:4]=[CH:3][CH:2]=1. (5) Given the reactants [CH2:1]([N:8]1[CH2:13][CH2:12][CH:11]([N:14]2[C:18]([C:19]([F:22])([F:21])[F:20])=[C:17]([C:23]([OH:25])=O)[CH:16]=[N:15]2)[CH2:10][CH2:9]1)[C:2]1[CH:7]=[CH:6][CH:5]=[CH:4][CH:3]=1.[CH3:26][S:27]([C:30]1[CH:31]=[C:32]([CH:34]=[CH:35][CH:36]=1)[NH2:33])(=[O:29])=[O:28], predict the reaction product. The product is: [CH2:1]([N:8]1[CH2:13][CH2:12][CH:11]([N:14]2[C:18]([C:19]([F:20])([F:22])[F:21])=[C:17]([C:23]([NH:33][C:32]3[CH:34]=[CH:35][CH:36]=[C:30]([S:27]([CH3:26])(=[O:29])=[O:28])[CH:31]=3)=[O:25])[CH:16]=[N:15]2)[CH2:10][CH2:9]1)[C:2]1[CH:7]=[CH:6][CH:5]=[CH:4][CH:3]=1.